Task: Predict the product of the given reaction.. Dataset: Forward reaction prediction with 1.9M reactions from USPTO patents (1976-2016) (1) Given the reactants [Cl:1][C:2]1[CH:3]=[C:4]([CH:8]=[C:9]([O:14][CH2:15][CH3:16])[C:10]=1[O:11][CH2:12][CH3:13])[C:5]([OH:7])=O.CCN=C=NCCCN(C)C.C1C=CC2N(O)N=NC=2C=1.O[NH:39]/[C:40](=[N:57]\[H])/[C:41]1[CH:42]=[CH:43][CH:44]=[C:45]2[C:49]=1[NH:48][CH:47]=[C:46]2[CH2:50][CH2:51][C:52]([O:54][CH2:55]C)=[O:53].CCCC[N+](CCCC)(CCCC)CCCC.[F-], predict the reaction product. The product is: [Cl:1][C:2]1[CH:3]=[C:4]([C:5]2[O:7][N:57]=[C:40]([C:41]3[CH:42]=[CH:43][CH:44]=[C:45]4[C:49]=3[NH:48][CH:47]=[C:46]4[CH2:50][CH2:51][C:52]([O:54][CH3:55])=[O:53])[N:39]=2)[CH:8]=[C:9]([O:14][CH2:15][CH3:16])[C:10]=1[O:11][CH2:12][CH3:13]. (2) Given the reactants [CH3:1][N:2]1[C:8]2[CH:9]=[CH:10][CH:11]=[CH:12][C:7]=2[C:6](=[O:13])[NH:5][CH2:4][C:3]1=[O:14].CC(C)([O-])C.[K+].I[CH2:22][CH2:23][CH2:24][CH3:25].C(OCC)(=O)C.CCCCCC, predict the reaction product. The product is: [CH2:22]([N:5]1[C:6](=[O:13])[C:7]2[CH:12]=[CH:11][CH:10]=[CH:9][C:8]=2[N:2]([CH3:1])[C:3](=[O:14])[CH2:4]1)[CH2:23][CH2:24][CH3:25]. (3) Given the reactants [CH:1]1([N:5]2[CH2:11][CH2:10][C:9]3[CH:12]=[CH:13][C:14]([O:16][C:17]4[CH:22]=[CH:21][C:20](I)=[CH:19][N:18]=4)=[CH:15][C:8]=3[CH2:7][CH2:6]2)[CH2:4][CH2:3][CH2:2]1.[NH:24]1[CH:28]=[CH:27][CH:26]=[N:25]1.C(=O)([O-])[O-].[Cs+].[Cs+].N1C2C(=CC=C3C=2N=CC=C3)C=CC=1, predict the reaction product. The product is: [CH:1]1([N:5]2[CH2:11][CH2:10][C:9]3[CH:12]=[CH:13][C:14]([O:16][C:17]4[CH:22]=[CH:21][C:20]([N:24]5[CH:28]=[CH:27][CH:26]=[N:25]5)=[CH:19][N:18]=4)=[CH:15][C:8]=3[CH2:7][CH2:6]2)[CH2:4][CH2:3][CH2:2]1. (4) Given the reactants CS([C:4]1[N:9]=[CH:8][C:7]2=[CH:10][CH:11]=[C:12]([C:13]3[CH:14]=[C:15]([CH2:19][CH2:20][C:21]#[N:22])[CH:16]=[CH:17][CH:18]=3)[N:6]2[N:5]=1)=O.[N:23]1([CH:29]2[CH2:35][CH2:34][C:33]3[CH:36]=[C:37]([NH2:40])[CH:38]=[CH:39][C:32]=3[CH2:31][CH2:30]2)[CH2:28][CH2:27][O:26][CH2:25][CH2:24]1.COCC(O)C.C(N(CC)C(C)C)(C)C, predict the reaction product. The product is: [N:23]1([CH:29]2[CH2:35][CH2:34][C:33]3[CH:36]=[C:37]([NH:40][C:4]4[N:9]=[CH:8][C:7]5=[CH:10][CH:11]=[C:12]([C:13]6[CH:14]=[C:15]([CH2:19][CH2:20][C:21]#[N:22])[CH:16]=[CH:17][CH:18]=6)[N:6]5[N:5]=4)[CH:38]=[CH:39][C:32]=3[CH2:31][CH2:30]2)[CH2:28][CH2:27][O:26][CH2:25][CH2:24]1. (5) Given the reactants Br[CH2:2][C:3]1[N:8]([CH3:9])[C:7]([C:10]2[S:11][CH:12]=[CH:13][N:14]=2)=[N:6][CH:5]([C:15]2[CH:20]=[CH:19][C:18]([F:21])=[CH:17][C:16]=2[Cl:22])[C:4]=1[C:23]([O:25][CH2:26][CH3:27])=[O:24].[NH:28]1[CH2:33][CH2:32][O:31][CH2:30][CH:29]1[C:34]([OH:36])=[O:35], predict the reaction product. The product is: [Cl:22][C:16]1[CH:17]=[C:18]([F:21])[CH:19]=[CH:20][C:15]=1[CH:5]1[N:6]=[C:7]([C:10]2[S:11][CH:12]=[CH:13][N:14]=2)[N:8]([CH3:9])[C:3]([CH2:2][N:28]2[CH2:33][CH2:32][O:31][CH2:30][CH:29]2[C:34]([OH:36])=[O:35])=[C:4]1[C:23]([O:25][CH2:26][CH3:27])=[O:24]. (6) Given the reactants [F:1][C:2]1[CH:7]=[CH:6][CH:5]=[C:4]([OH:8])[C:3]=1[C:9](=O)[CH3:10].C(=O)([O-])[O-].[K+].[K+].Br[CH2:19][C:20]([CH:22]1[CH2:27][CH2:26][CH2:25][CH2:24][CH2:23]1)=[O:21], predict the reaction product. The product is: [CH:22]1([C:20]([C:19]2[O:8][C:4]3[CH:5]=[CH:6][CH:7]=[C:2]([F:1])[C:3]=3[C:9]=2[CH3:10])=[O:21])[CH2:27][CH2:26][CH2:25][CH2:24][CH2:23]1. (7) Given the reactants C([Si]([O:8][CH2:9][C:10]1[CH:15]=[C:14]([N+:16]([O-:18])=[O:17])[CH:13]=[CH:12][C:11]=1[N:19]=[C:20]=S)(C)C)(C)(C)C.[NH2:22][C@H:23]1[C:31]2[C:26](=[CH:27][CH:28]=[CH:29][CH:30]=2)[CH2:25][CH2:24]1, predict the reaction product. The product is: [C@H:23]1([NH:22][C:20]2[O:8][CH2:9][C:10]3[CH:15]=[C:14]([N+:16]([O-:18])=[O:17])[CH:13]=[CH:12][C:11]=3[N:19]=2)[C:31]2[C:26](=[CH:27][CH:28]=[CH:29][CH:30]=2)[CH2:25][CH2:24]1. (8) Given the reactants Cl.[Cl-].[NH4+].[Br:4][C:5]1[CH:12]=[CH:11]C(NC)=C([N+]([O-])=O)[C:6]=1[O:16][CH3:17].S([O-])([O-])(=O)=[O:19].[Mg+2].C1N=CN([C:29]([N:31]2[CH:35]=[N:34][CH:33]=[CH:32]2)=O)C=1, predict the reaction product. The product is: [Br:4][C:5]1[CH:12]=[CH:11][C:32]2[N:31]([CH3:29])[C:35](=[O:19])[NH:34][C:33]=2[C:6]=1[O:16][CH3:17]. (9) Given the reactants C([O:8][C:9](=[O:44])[CH2:10][C@:11]1([C:34]([O:36]CC2C=CC=CC=2)=[O:35])[O:15][N:14]=[C:13]([C:16]2[CH:21]=[CH:20][CH:19]=[C:18]([O:22][C:23](=[O:33])[C:24]3[CH:29]=[CH:28][C:27]([N+:30]([O-])=O)=[CH:26][CH:25]=3)[CH:17]=2)[CH2:12]1)C1C=CC=CC=1, predict the reaction product. The product is: [NH2:30][C:27]1[CH:26]=[CH:25][C:24]([C:23]([O:22][C:18]2[CH:17]=[C:16]([C:13]3[CH2:12][C@@:11]([CH2:10][C:9]([OH:44])=[O:8])([C:34]([OH:36])=[O:35])[O:15][N:14]=3)[CH:21]=[CH:20][CH:19]=2)=[O:33])=[CH:29][CH:28]=1.